From a dataset of Reaction yield outcomes from USPTO patents with 853,638 reactions. Predict the reaction yield, written as a fraction of the theoretical maximum amount of product (1.0 means a 100% yield; for example, 0.34 means a 34% yield). (1) The reactants are [B:1]([C:4]1[CH:9]=[CH:8][C:7]([CH2:10][C:11]([OH:13])=O)=[CH:6][CH:5]=1)([OH:3])[OH:2].C(Cl)(=O)C(Cl)=O.[CH2:20]([NH2:26])[CH2:21][CH2:22][CH2:23][CH2:24][CH3:25].C(N(CC)CC)C. The catalyst is CN(C)C=O.ClCCl.O. The product is [CH2:20]([NH:26][C:11](=[O:13])[CH2:10][C:7]1[CH:6]=[CH:5][C:4]([B:1]([OH:2])[OH:3])=[CH:9][CH:8]=1)[CH2:21][CH2:22][CH2:23][CH2:24][CH3:25]. The yield is 0.330. (2) The reactants are [C:1]([Si:5]([CH3:27])([CH3:26])[O:6][CH2:7][C:8]1[CH:13]=[C:12](B2OC(C)(C)C(C)(C)O2)[CH:11]=[C:10]([N+:23]([O-:25])=[O:24])[CH:9]=1)([CH3:4])([CH3:3])[CH3:2].Br[C:29]1[S:33][C:32]([C@@:34]2([OH:46])[CH2:39][CH2:38][C@H:37]([C:40]([O:42][CH3:43])=[O:41])[C:36]([CH3:45])([CH3:44])[CH2:35]2)=[N:31][CH:30]=1.C(=O)([O-])[O-].[Cs+].[Cs+].C1(P(C2CCCCC2)C2C=CC=CC=2C2C(C(C)C)=CC(C(C)C)=CC=2C(C)C)CCCCC1. The catalyst is O1CCOCC1.O.C1C=CC(/C=C/C(/C=C/C2C=CC=CC=2)=O)=CC=1.C1C=CC(/C=C/C(/C=C/C2C=CC=CC=2)=O)=CC=1.C1C=CC(/C=C/C(/C=C/C2C=CC=CC=2)=O)=CC=1.[Pd].[Pd]. The product is [Si:5]([O:6][CH2:7][C:8]1[CH:13]=[C:12]([C:29]2[S:33][C:32]([C@@:34]3([OH:46])[CH2:39][CH2:38][C@H:37]([C:40]([O:42][CH3:43])=[O:41])[C:36]([CH3:44])([CH3:45])[CH2:35]3)=[N:31][CH:30]=2)[CH:11]=[C:10]([N+:23]([O-:25])=[O:24])[CH:9]=1)([C:1]([CH3:2])([CH3:3])[CH3:4])([CH3:26])[CH3:27]. The yield is 0.540. (3) The reactants are [CH3:1][O:2][C:3]([C:5]1[S:9][C:8](Br)=[N:7][CH:6]=1)=[O:4].[C:11]([S:30][CH2:31][CH2:32][NH2:33])([C:24]1[CH:29]=[CH:28][CH:27]=[CH:26][CH:25]=1)([C:18]1[CH:23]=[CH:22][CH:21]=[CH:20][CH:19]=1)[C:12]1[CH:17]=[CH:16][CH:15]=[CH:14][CH:13]=1.C(N(CC)CC)C. The catalyst is C(#N)C. The product is [CH3:1][O:2][C:3]([C:5]1[S:9][C:8]([NH:33][CH2:32][CH2:31][S:30][C:11]([C:18]2[CH:23]=[CH:22][CH:21]=[CH:20][CH:19]=2)([C:12]2[CH:13]=[CH:14][CH:15]=[CH:16][CH:17]=2)[C:24]2[CH:29]=[CH:28][CH:27]=[CH:26][CH:25]=2)=[N:7][CH:6]=1)=[O:4]. The yield is 0.290.